Dataset: Forward reaction prediction with 1.9M reactions from USPTO patents (1976-2016). Task: Predict the product of the given reaction. Given the reactants [Si:1]([O:8][C:9]1[CH:10]=[C:11]([CH:14]=[CH:15][CH:16]=1)[CH:12]=O)([C:4]([CH3:7])([CH3:6])[CH3:5])([CH3:3])[CH3:2].Cl.[NH2:18][C@@H:19]([CH2:24][OH:25])[C:20]([O:22][CH3:23])=[O:21].[O-]S([O-])(=O)=O.[Mg+2].[BH4-].[Na+], predict the reaction product. The product is: [Si:1]([O:8][C:9]1[CH:10]=[C:11]([CH:14]=[CH:15][CH:16]=1)[CH2:12][NH:18][C@@H:19]([CH2:24][OH:25])[C:20]([O:22][CH3:23])=[O:21])([C:4]([CH3:7])([CH3:6])[CH3:5])([CH3:3])[CH3:2].